Dataset: NCI-60 drug combinations with 297,098 pairs across 59 cell lines. Task: Regression. Given two drug SMILES strings and cell line genomic features, predict the synergy score measuring deviation from expected non-interaction effect. (1) Drug 1: CC1=C(C(=CC=C1)Cl)NC(=O)C2=CN=C(S2)NC3=CC(=NC(=N3)C)N4CCN(CC4)CCO. Drug 2: COC1=C2C(=CC3=C1OC=C3)C=CC(=O)O2. Cell line: UACC62. Synergy scores: CSS=4.67, Synergy_ZIP=-0.848, Synergy_Bliss=0.140, Synergy_Loewe=4.56, Synergy_HSA=-0.200. (2) Drug 1: CC=C1C(=O)NC(C(=O)OC2CC(=O)NC(C(=O)NC(CSSCCC=C2)C(=O)N1)C(C)C)C(C)C. Drug 2: CS(=O)(=O)CCNCC1=CC=C(O1)C2=CC3=C(C=C2)N=CN=C3NC4=CC(=C(C=C4)OCC5=CC(=CC=C5)F)Cl. Cell line: SW-620. Synergy scores: CSS=22.4, Synergy_ZIP=1.35, Synergy_Bliss=0.785, Synergy_Loewe=-52.7, Synergy_HSA=0.949. (3) Drug 1: C1CCN(CC1)CCOC2=CC=C(C=C2)C(=O)C3=C(SC4=C3C=CC(=C4)O)C5=CC=C(C=C5)O. Drug 2: CC1C(C(=O)NC(C(=O)N2CCCC2C(=O)N(CC(=O)N(C(C(=O)O1)C(C)C)C)C)C(C)C)NC(=O)C3=C4C(=C(C=C3)C)OC5=C(C(=O)C(=C(C5=N4)C(=O)NC6C(OC(=O)C(N(C(=O)CN(C(=O)C7CCCN7C(=O)C(NC6=O)C(C)C)C)C)C(C)C)C)N)C. Cell line: M14. Synergy scores: CSS=2.08, Synergy_ZIP=-5.80, Synergy_Bliss=-7.17, Synergy_Loewe=-35.6, Synergy_HSA=-9.84.